This data is from Catalyst prediction with 721,799 reactions and 888 catalyst types from USPTO. The task is: Predict which catalyst facilitates the given reaction. (1) The catalyst class is: 103. Product: [N+:30]([C:27]1[CH:28]=[CH:29][C:7]([C:1]2[CH:6]=[CH:5][CH:4]=[CH:3][CH:2]=2)=[N:25][CH:26]=1)([O-:32])=[O:31]. Reactant: [C:1]1([CH3:7])[CH:6]=[CH:5][CH:4]=[CH:3][CH:2]=1.C(=O)([O-])[O-].[Na+].[Na+].C1(B(O)O)C=CC=CC=1.ClC1[CH:29]=[CH:28][C:27]([N+:30]([O-:32])=[O:31])=[CH:26][N:25]=1. (2) Reactant: [CH2:1]([N:3]([CH2:15][CH3:16])[C:4]1[CH:14]=[CH:13][C:7]2[CH:8]=[C:9]([CH:11]=O)[O:10][C:6]=2[CH:5]=1)[CH3:2].[C:17]([CH2:20][CH2:21][CH2:22][CH2:23][CH2:24][N+:25]1[C:34]2[C:29](=[CH:30][C:31]([S:35]([O-:38])(=[O:37])=[O:36])=[CH:32][CH:33]=2)[C:28]([CH3:39])=[CH:27][CH:26]=1)([OH:19])=[O:18].[CH3:40][N+:41]([CH2:44][C:45]([OH:47])=[O:46])([CH3:43])[CH3:42]. Product: [C:17]([CH2:20][CH2:21][CH2:22][CH2:23][CH2:24][N+:25]1[C:34]2[C:29](=[CH:30][C:31]([S:35]([O-:38])(=[O:37])=[O:36])=[CH:32][CH:33]=2)[C:28](/[CH:39]=[CH:11]/[C:9]2[O:10][C:6]3[CH:5]=[C:4]([N:3]([CH2:1][CH3:2])[CH2:15][CH3:16])[CH:14]=[CH:13][C:7]=3[CH:8]=2)=[CH:27][CH:26]=1)([OH:19])=[O:18].[CH3:40][N+:41]([CH2:44][C:45]([OH:47])=[O:46])([CH3:43])[CH3:42]. The catalyst class is: 24. (3) Product: [OH:1][C:2]1([C:5]2[CH:14]=[CH:13][C:8]([C:9]([OH:11])=[O:10])=[CH:7][CH:6]=2)[CH2:4][CH2:3]1. The catalyst class is: 5. Reactant: [OH:1][C:2]1([C:5]2[CH:14]=[CH:13][C:8]([C:9]([O:11]C)=[O:10])=[CH:7][CH:6]=2)[CH2:4][CH2:3]1.[OH-].[Li+].Cl. (4) Product: [NH2:16][C@H:12]([C:9]1[CH:10]=[CH:11][C:6]([S:3]([CH2:1][CH3:2])(=[O:5])=[O:4])=[CH:7][CH:8]=1)[CH2:13][CH2:14][OH:15]. Reactant: [CH2:1]([S:3]([C:6]1[CH:11]=[CH:10][C:9]([C@@H:12]([NH:16]C(=O)OC(C)(C)C)[CH2:13][CH2:14][OH:15])=[CH:8][CH:7]=1)(=[O:5])=[O:4])[CH3:2].Cl. The catalyst class is: 23. (5) Reactant: [CH2:1]([O:3][C:4](=[O:35])[C@@H:5]([NH:7][P:8]([O:21][C:22]1[CH:27]=[CH:26][CH:25]=[CH:24][C:23]=1[CH2:28][CH2:29][C:30]([O:32][CH2:33][CH3:34])=[O:31])([O:10][C:11]1[CH:16]=[CH:15][C:14]([S:17]([CH3:20])(=O)=O)=[CH:13][CH:12]=1)=[O:9])[CH3:6])[CH3:2].CSC1C=CC(O)=CC=1.CCN(C(C)C)C(C)C. Product: [CH2:1]([O:3][C:4](=[O:35])[C@@H:5]([NH:7][P:8]([O:21][C:22]1[CH:27]=[CH:26][CH:25]=[CH:24][C:23]=1[CH2:28][CH2:29][C:30]([O:32][CH2:33][CH3:34])=[O:31])([O:10][C:11]1[CH:12]=[CH:13][C:14]([S:17][CH3:20])=[CH:15][CH:16]=1)=[O:9])[CH3:6])[CH3:2]. The catalyst class is: 2.